Dataset: Reaction yield outcomes from USPTO patents with 853,638 reactions. Task: Predict the reaction yield, written as a fraction of the theoretical maximum amount of product (1.0 means a 100% yield; for example, 0.34 means a 34% yield). (1) The reactants are [Cl:1][C:2]1[CH:9]=[C:8]([O:10][CH2:11][CH2:12][CH2:13][CH:14]2[CH2:19][CH2:18][N:17]([CH3:20])[CH2:16][CH2:15]2)[CH:7]=[CH:6][C:3]=1[CH:4]=O.[CH3:21][C:22]1[CH:27]=[C:26]([CH3:28])[CH:25]=[C:24]([NH2:29])[C:23]=1[NH2:30]. No catalyst specified. The product is [Cl:1][C:2]1[CH:9]=[C:8]([O:10][CH2:11][CH2:12][CH2:13][CH:14]2[CH2:19][CH2:18][N:17]([CH3:20])[CH2:16][CH2:15]2)[CH:7]=[CH:6][C:3]=1[C:4]1[NH:29][C:24]2[CH:25]=[C:26]([CH3:28])[CH:27]=[C:22]([CH3:21])[C:23]=2[N:30]=1. The yield is 0.870. (2) The reactants are [OH:1][C:2]1[C:7]([CH2:8][CH2:9][CH3:10])=[C:6]([OH:11])[CH:5]=[CH:4][C:3]=1[C:12](=[O:14])[CH3:13].C(N(CC)CC)C.[CH3:22][N:23]([CH3:27])[C:24](Cl)=[S:25]. The catalyst is ClCCl. The product is [C:12]([C:3]1[CH:4]=[CH:5][C:6]([O:11][C:24](=[S:25])[N:23]([CH3:27])[CH3:22])=[C:7]([CH2:8][CH2:9][CH3:10])[C:2]=1[OH:1])(=[O:14])[CH3:13]. The yield is 0.410. (3) The reactants are [CH3:1][C:2]1[O:6][N:5]=[C:4]([C:7]2[CH:12]=[CH:11][CH:10]=[CH:9][CH:8]=2)[C:3]=1[CH2:13][O:14][C:15]1[CH:23]=[CH:22][C:18]([C:19]([OH:21])=O)=[CH:17][N:16]=1.C(N(C(C)C)C(C)C)C.O.ON1C2C=CC=CC=2N=N1.F[B-](F)(F)F.N1(OC(N(C)C)=[N+](C)C)C2C=CC=CC=2N=N1.OC[NH:68][C:69](=[NH:71])[CH3:70]. The catalyst is CN(C=O)C.O. The product is [CH3:70][C:69]1[N:71]=[C:19]([C:18]2[CH:22]=[CH:23][C:15]([O:14][CH2:13][C:3]3[C:4]([C:7]4[CH:8]=[CH:9][CH:10]=[CH:11][CH:12]=4)=[N:5][O:6][C:2]=3[CH3:1])=[N:16][CH:17]=2)[O:21][N:68]=1. The yield is 0.690. (4) The reactants are [C:1]1([CH3:29])[CH:6]=[CH:5][CH:4]=[CH:3][C:2]=1[O:7][C:8]1[CH:13]=[CH:12][CH:11]=[CH:10][C:9]=1[C:14]([C@@H:16]1[CH2:21][CH2:20][CH2:19][N:18]([C:22]([O:24][C:25]([CH3:28])([CH3:27])[CH3:26])=[O:23])[CH2:17]1)=[O:15]. The catalyst is C1COCC1. The product is [C:1]1([CH3:29])[CH:6]=[CH:5][CH:4]=[CH:3][C:2]=1[O:7][C:8]1[CH:13]=[CH:12][CH:11]=[CH:10][C:9]=1[C:14]([C@@H:16]1[CH2:21][CH2:20][CH2:19][N:18]([C:22]([O:24][C:25]([CH3:26])([CH3:28])[CH3:27])=[O:23])[CH2:17]1)([OH:15])[CH2:5][CH2:6][CH2:1][CH2:2][O:7][CH3:8]. The yield is 0.830. (5) The reactants are F[C:2]1[CH:7]=[CH:6][C:5]([N+:8]([O-:10])=[O:9])=[CH:4][CH:3]=1.[NH:11]1[CH2:16][CH2:15][O:14][CH2:13][CH2:12]1.C([O-])([O-])=O.[K+].[K+]. The catalyst is CS(C)=O. The product is [N+:8]([C:5]1[CH:6]=[CH:7][C:2]([N:11]2[CH2:16][CH2:15][O:14][CH2:13][CH2:12]2)=[CH:3][CH:4]=1)([O-:10])=[O:9]. The yield is 0.660.